Dataset: Reaction yield outcomes from USPTO patents with 853,638 reactions. Task: Predict the reaction yield, written as a fraction of the theoretical maximum amount of product (1.0 means a 100% yield; for example, 0.34 means a 34% yield). (1) The reactants are [C:1]([O:5][C:6]([NH:8][C:9]1[CH:17]=[CH:16][CH:15]=[CH:14][C:10]=1[C:11]([OH:13])=O)=[O:7])([CH3:4])([CH3:3])[CH3:2].[F:18][C:19]([F:29])([F:28])[S:20][C:21]1[CH:22]=[C:23]([CH:25]=[CH:26][CH:27]=1)[NH2:24].CN(C(ON1N=NC2C=CC=NC1=2)=[N+](C)C)C.F[P-](F)(F)(F)(F)F.CCN(C(C)C)C(C)C. The catalyst is CN(C=O)C. The product is [F:28][C:19]([F:18])([F:29])[S:20][C:21]1[CH:22]=[C:23]([NH:24][C:11]([C:10]2[CH:14]=[CH:15][CH:16]=[CH:17][C:9]=2[NH:8][C:6](=[O:7])[O:5][C:1]([CH3:2])([CH3:3])[CH3:4])=[O:13])[CH:25]=[CH:26][CH:27]=1. The yield is 0.740. (2) The reactants are Br[C:2]1[N:7]=[C:6]2[S:8][C:9]([NH:11][C:12](=[O:24])[C:13]3[CH:18]=[CH:17][C:16]([C:19]([CH3:23])([CH3:22])[CH2:20][OH:21])=[CH:15][CH:14]=3)=[N:10][C:5]2=[CH:4][CH:3]=1.CC1(C)C(C)(C)OB([C:33]2[CH:34]=[CH:35][C:36]([OH:39])=[N:37][CH:38]=2)O1. No catalyst specified. The product is [OH:21][CH2:20][C:19]([C:16]1[CH:17]=[CH:18][C:13]([C:12]([NH:11][C:9]2[S:8][C:6]3[C:5]([N:10]=2)=[CH:4][CH:3]=[C:2]([C:33]2[CH:38]=[N:37][C:36]([OH:39])=[CH:35][CH:34]=2)[N:7]=3)=[O:24])=[CH:14][CH:15]=1)([CH3:23])[CH3:22]. The yield is 0.210.